Predict which catalyst facilitates the given reaction. From a dataset of Catalyst prediction with 721,799 reactions and 888 catalyst types from USPTO. (1) Reactant: Br[C:2]1[CH:7]=[C:6]([Cl:8])[C:5]([CH3:9])=[CH:4][C:3]=1[F:10].C(N(CC)CC)C.[C]=O.C[CH2:21][O:22][C:23](C)=[O:24]. Product: [CH3:9][C:5]1[CH:4]=[C:3]([F:10])[C:2]([C:23]([O:22][CH3:21])=[O:24])=[CH:7][C:6]=1[Cl:8]. The catalyst class is: 5. (2) Reactant: [OH:1][C:2]1[CH:9]=[CH:8][C:5]([CH:6]=[O:7])=[CH:4][CH:3]=1.[Br:10]Br.O. Product: [Br:10][C:3]1[CH:4]=[C:5]([CH:8]=[CH:9][C:2]=1[OH:1])[CH:6]=[O:7]. The catalyst class is: 22. (3) Product: [F:12][C:13]1[CH:18]=[C:17]([C:2]2[CH:3]=[CH:4][C:5](=[O:11])[N:6]([CH2:8][CH2:9][OH:10])[CH:7]=2)[CH:16]=[CH:15][CH:14]=1. The catalyst class is: 522. Reactant: Br[C:2]1[CH:3]=[CH:4][C:5](=[O:11])[N:6]([CH2:8][CH2:9][OH:10])[CH:7]=1.[F:12][C:13]1[CH:14]=[C:15](B(O)O)[CH:16]=[CH:17][CH:18]=1.C(=O)([O-])[O-].[Na+].[Na+].O1CCOCC1. (4) Reactant: C([O:5][C:6]([NH:8][CH2:9][CH2:10][CH:11]([C:19]1[CH:20]=[N:21][N:22]2[CH2:27][CH2:26][CH2:25][N:24](C(OC(C)(C)C)=O)[C:23]=12)[NH:12][C:13](=[O:18])[C:14]([F:17])([F:16])[F:15])=[O:7])CCC.[C:35]1(OC)[CH:40]=[CH:39]C=CC=1.F[C:44](F)(F)C(O)=O.O. Product: [N:21]1[N:22]2[CH2:27][CH2:26][CH2:25][NH:24][C:23]2=[C:19]([CH:11]([NH:12][C:13](=[O:18])[C:14]([F:15])([F:17])[F:16])[CH2:10][CH2:9][NH:8][C:6](=[O:7])[O:5][C:40]([CH3:39])([CH3:35])[CH3:44])[CH:20]=1. The catalyst class is: 2. (5) Reactant: [CH2:1]([O:3][C:4]1[CH:9]=[C:8]([F:10])[CH:7]=[CH:6][C:5]=1[CH:11]1[CH2:16][CH2:15][N:14](C(OC(C)(C)C)=O)[CH2:13][CH2:12]1)[CH3:2].[ClH:24]. Product: [ClH:24].[CH2:1]([O:3][C:4]1[CH:9]=[C:8]([F:10])[CH:7]=[CH:6][C:5]=1[CH:11]1[CH2:16][CH2:15][NH:14][CH2:13][CH2:12]1)[CH3:2]. The catalyst class is: 2. (6) The catalyst class is: 89. Reactant: CC(OC(=O)[NH:7][CH2:8][CH2:9][CH2:10][CH:11]([O:17][C:18]1[CH:23]=[C:22]([Cl:24])[CH:21]=[CH:20][C:19]=1[C:25]#[N:26])[C:12]1[S:13][CH:14]=[CH:15][N:16]=1)(C)C. Product: [ClH:24].[NH2:7][CH2:8][CH2:9][CH2:10][CH:11]([C:12]1[S:13][CH:14]=[CH:15][N:16]=1)[O:17][C:18]1[CH:23]=[C:22]([Cl:24])[CH:21]=[CH:20][C:19]=1[C:25]#[N:26].